From a dataset of Peptide-MHC class I binding affinity with 185,985 pairs from IEDB/IMGT. Regression. Given a peptide amino acid sequence and an MHC pseudo amino acid sequence, predict their binding affinity value. This is MHC class I binding data. (1) The peptide sequence is MTNRQFHQK. The MHC is HLA-B40:01 with pseudo-sequence HLA-B40:01. The binding affinity (normalized) is 0.0847. (2) The MHC is HLA-A30:01 with pseudo-sequence HLA-A30:01. The peptide sequence is FMHSAAPIT. The binding affinity (normalized) is 0.517. (3) The peptide sequence is RVRQQVIQL. The MHC is HLA-B39:01 with pseudo-sequence HLA-B39:01. The binding affinity (normalized) is 0.0847. (4) The peptide sequence is REMGIVDLL. The MHC is HLA-B07:02 with pseudo-sequence HLA-B07:02. The binding affinity (normalized) is 0.0847. (5) The peptide sequence is PCRIPVIVA. The MHC is H-2-Dd with pseudo-sequence H-2-Dd. The binding affinity (normalized) is 0. (6) The peptide sequence is IRSCWRYRK. The MHC is HLA-B58:01 with pseudo-sequence HLA-B58:01. The binding affinity (normalized) is 0.0847. (7) The peptide sequence is AQRELFFTL. The MHC is HLA-B39:01 with pseudo-sequence HLA-B39:01. The binding affinity (normalized) is 0.463.